The task is: Predict which catalyst facilitates the given reaction.. This data is from Catalyst prediction with 721,799 reactions and 888 catalyst types from USPTO. (1) Reactant: [CH3:1][O:2][C:3]1[N:8]=[CH:7][C:6]([CH:9]([O:13][C:14]2[CH:15]=[C:16]3[C:20](=[CH:21][CH:22]=2)[N:19]([C:23]2[CH:24]=[N:25][CH:26]=[CH:27][CH:28]=2)[N:18]=[CH:17]3)[CH:10]([NH2:12])[CH3:11])=[CH:5][CH:4]=1.C(N(CC)CC)C.[CH:36]1([S:39](Cl)(=[O:41])=[O:40])[CH2:38][CH2:37]1.[NH4+].[Cl-]. Product: [CH3:1][O:2][C:3]1[N:8]=[CH:7][C:6]([CH:9]([O:13][C:14]2[CH:15]=[C:16]3[C:20](=[CH:21][CH:22]=2)[N:19]([C:23]2[CH:24]=[N:25][CH:26]=[CH:27][CH:28]=2)[N:18]=[CH:17]3)[CH:10]([NH:12][S:39]([CH:36]2[CH2:38][CH2:37]2)(=[O:41])=[O:40])[CH3:11])=[CH:5][CH:4]=1. The catalyst class is: 154. (2) Reactant: [C:1]([C:3]1[C:8](=O)[NH:7][C:6]([S:10][CH3:11])=[N:5][C:4]=1[C:12]1[CH:13]=[C:14]([O:18][CH2:19][C:20]2[CH:25]=[CH:24][CH:23]=[CH:22][CH:21]=2)[CH:15]=[N:16][CH:17]=1)#[N:2].O=P(Cl)(Cl)[Cl:28]. Product: [Cl:28][C:8]1[N:7]=[C:6]([S:10][CH3:11])[N:5]=[C:4]([C:12]2[CH:13]=[C:14]([O:18][CH2:19][C:20]3[CH:25]=[CH:24][CH:23]=[CH:22][CH:21]=3)[CH:15]=[N:16][CH:17]=2)[C:3]=1[C:1]#[N:2]. The catalyst class is: 12. (3) Reactant: [CH3:1][N:2]([CH3:9])[CH:3]1[CH:8]2[CH:4]1[CH2:5][NH:6][CH2:7]2.Br[CH2:11][CH2:12][CH2:13][Cl:14].C(=O)([O-])[O-].[Cs+].[Cs+]. Product: [Cl:14][CH2:13][CH2:12][CH2:11][N:6]1[CH2:7][CH:8]2[CH:4]([CH:3]2[N:2]([CH3:9])[CH3:1])[CH2:5]1. The catalyst class is: 21.